This data is from Full USPTO retrosynthesis dataset with 1.9M reactions from patents (1976-2016). The task is: Predict the reactants needed to synthesize the given product. (1) Given the product [F:16][C:8]1[CH:7]=[C:6]([B:17]2[O:21][C:20]([CH3:23])([CH3:22])[C:19]([CH3:25])([CH3:24])[O:18]2)[CH:11]=[CH:10][C:9]=1[O:12][CH2:13][O:14][CH3:15], predict the reactants needed to synthesize it. The reactants are: CS(C)=O.Br[C:6]1[CH:11]=[CH:10][C:9]([O:12][CH2:13][O:14][CH3:15])=[C:8]([F:16])[CH:7]=1.[B:17]1([B:17]2[O:21][C:20]([CH3:23])([CH3:22])[C:19]([CH3:25])([CH3:24])[O:18]2)[O:21][C:20]([CH3:23])([CH3:22])[C:19]([CH3:25])([CH3:24])[O:18]1.C([O-])(=O)C.[K+]. (2) The reactants are: B1(B2OC(C)(C)C(C)(C)O2)OC(C)(C)C(C)(C)O1.C(=O)([O-])[O-].[K+].[K+].Br[C:26]1[CH:31]=[CH:30][C:29]([CH2:32][OH:33])=[C:28]([O:34][CH3:35])[CH:27]=1.Br[C:37]1[CH:42]=[CH:41][C:40]([NH:43][C:44]([C@@H:46]2[CH:51]3[CH2:52][CH2:53][N:48]([CH2:49][CH2:50]3)[CH2:47]2)=[O:45])=[CH:39][CH:38]=1.[OH-].[Na+]. Given the product [OH:33][CH2:32][C:29]1[CH:30]=[CH:31][C:26]([C:37]2[CH:42]=[CH:41][C:40]([NH:43][C:44]([C@@H:46]3[CH:51]4[CH2:52][CH2:53][N:48]([CH2:49][CH2:50]4)[CH2:47]3)=[O:45])=[CH:39][CH:38]=2)=[CH:27][C:28]=1[O:34][CH3:35], predict the reactants needed to synthesize it. (3) Given the product [N+:11]([C:8]1[CH:9]=[N:10][C:2]([OH:1])=[C:3]([CH:7]=1)[C:4]([OH:6])=[O:5])([O-:13])=[O:12], predict the reactants needed to synthesize it. The reactants are: [OH:1][C:2]1[N:10]=[CH:9][CH:8]=[CH:7][C:3]=1[C:4]([OH:6])=[O:5].[N+:11]([O-])([OH:13])=[O:12]. (4) Given the product [N+:25]([C:22]1[CH:21]=[CH:20][C:19]([O:18][C:16](=[O:17])[NH:1][C:2]2[CH:7]=[CH:6][C:5]([Cl:8])=[CH:4][N:3]=2)=[CH:24][CH:23]=1)([O-:27])=[O:26], predict the reactants needed to synthesize it. The reactants are: [NH2:1][C:2]1[CH:7]=[CH:6][C:5]([Cl:8])=[CH:4][N:3]=1.N1C=CC=CC=1.Cl[C:16]([O:18][C:19]1[CH:24]=[CH:23][C:22]([N+:25]([O-:27])=[O:26])=[CH:21][CH:20]=1)=[O:17]. (5) Given the product [F:8][C:7]([F:10])([F:9])[C:5]1[CH2:11][CH2:12][C:13](=[O:15])[NH:24][N:4]=1, predict the reactants needed to synthesize it. The reactants are: O=C1O[C:5]([CH2:11][CH2:12][C:13]([O:15]C(C)(C)C)=O)([C:7]([F:10])([F:9])[F:8])[N:4]=C1C(C)C.Cl.[NH2:24]N.C(=O)([O-])[O-].[K+].[K+]. (6) Given the product [C:22]1([CH:17]([C:11]2[CH:12]=[CH:13][CH:14]=[CH:15][CH:16]=2)[CH2:18][OH:19])[CH:23]=[CH:24][CH:25]=[CH:26][CH:27]=1, predict the reactants needed to synthesize it. The reactants are: [H-].C([Al+]CC(C)C)C(C)C.[C:11]1([CH:17]([C:22]2[CH:27]=[CH:26][CH:25]=[CH:24][CH:23]=2)[C:18](OC)=[O:19])[CH:16]=[CH:15][CH:14]=[CH:13][CH:12]=1.CO.[OH-].[Na+].